Dataset: Reaction yield outcomes from USPTO patents with 853,638 reactions. Task: Predict the reaction yield, written as a fraction of the theoretical maximum amount of product (1.0 means a 100% yield; for example, 0.34 means a 34% yield). (1) The reactants are [C:1](N1C=CC=CC1=O)(N1C=CC=CC1=O)=[S:2].[Cl:17][C:18]1[CH:19]=[C:20]2[C:25](=[CH:26][C:27]=1[O:28][CH3:29])[CH:24]=[N:23][C:22]([NH2:30])=[CH:21]2. The catalyst is ClCCl.C(OCC)(=O)C.CCCCCC. The product is [Cl:17][C:18]1[CH:19]=[C:20]2[C:25](=[CH:26][C:27]=1[O:28][CH3:29])[CH:24]=[N:23][C:22]([N:30]=[C:1]=[S:2])=[CH:21]2. The yield is 0.800. (2) The reactants are Cl[CH2:2][CH:3]([OH:7])[CH2:4][CH:5]=[CH2:6].[CH2:8]([NH2:11])[CH:9]=[CH2:10]. No catalyst specified. The product is [CH2:8]([NH:11][CH2:2][CH:3]([OH:7])[CH2:4][CH:5]=[CH2:6])[CH:9]=[CH2:10]. The yield is 0.584. (3) The yield is 0.810. The reactants are [Cl:1][C:2]1[CH:12]=[C:11]([NH:13][C@@H:14]2[CH2:18][CH2:17][CH2:16][C@H:15]2[OH:19])[C:5]([C:6]([O:8]CC)=[O:7])=[CH:4][N:3]=1.[Li+].[OH-]. The catalyst is C1COCC1.CO.O. The product is [Cl:1][C:2]1[CH:12]=[C:11]([NH:13][C@@H:14]2[CH2:18][CH2:17][CH2:16][C@H:15]2[OH:19])[C:5]([C:6]([OH:8])=[O:7])=[CH:4][N:3]=1. (4) The reactants are [C:1]1([CH:7]=[CH:8][C:9]([C:11]2[CH:16]=[CH:15][CH:14]=[CH:13][CH:12]=2)=[O:10])[CH:6]=[CH:5][CH:4]=[CH:3][CH:2]=1.C1(S(NN)(=O)=[O:24])C=CC=CC=1.CN([CH:31]=[O:32])C. The product is [O:10]=[C:9]([C:11]1[CH:16]=[CH:15][CH:14]=[CH:13][CH:12]=1)[CH2:8][CH2:7][C:1]1[CH:2]=[CH:3][C:4]([C:31]([OH:32])=[O:24])=[CH:5][CH:6]=1. The yield is 0.310. No catalyst specified. (5) The reactants are [F:1][C:2]1[CH:15]=[C:14]([N+:16]([O-:18])=[O:17])[CH:13]=[CH:12][C:3]=1[O:4][C:5]1[CH:10]=[CH:9][N:8]=[C:7]([NH2:11])[CH:6]=1.C(N(CC)CC)C.Cl[C:27](OC1C=CC=CC=1)=[O:28].[CH2:36]([N:38]([CH2:43][CH3:44])[CH2:39][CH2:40][CH2:41][NH2:42])[CH3:37]. The catalyst is O1CCCC1.C(OCC)(=O)C.CN(C)C=O. The product is [CH2:36]([N:38]([CH2:43][CH3:44])[CH2:39][CH2:40][CH2:41][NH:42][C:27]([NH:11][C:7]1[CH:6]=[C:5]([O:4][C:3]2[CH:12]=[CH:13][C:14]([N+:16]([O-:18])=[O:17])=[CH:15][C:2]=2[F:1])[CH:10]=[CH:9][N:8]=1)=[O:28])[CH3:37]. The yield is 0.838. (6) No catalyst specified. The product is [CH3:1][CH:2]1[CH2:7][CH:6]([OH:8])[CH:5]([C:9]([CH3:11])=[CH2:10])[CH2:4][CH2:3]1. The reactants are [CH3:1][C@H:2]1[CH2:7][C@@H:6]([OH:8])[C@H:5]([C:9]([CH3:11])=[CH2:10])[CH2:4][CH2:3]1.CC(=CCCC(CC=O)C)C. The yield is 0.951.